From a dataset of Choline transporter screen with 302,306 compounds. Binary Classification. Given a drug SMILES string, predict its activity (active/inactive) in a high-throughput screening assay against a specified biological target. (1) The drug is O=C(N1CCC(CC1)CNC(=O)c1ccc([N+]([O-])=O)cc1)c1ccc([N+]([O-])=O)cc1. The result is 0 (inactive). (2) The compound is Clc1ccc(Oc2c3c(n(nc3C)C)ncc2C(=O)N)cc1. The result is 0 (inactive). (3) The compound is Fc1c(C(=O)Nc2cc3CCCCc3cc2OC)cccc1. The result is 0 (inactive). (4) The molecule is Clc1ccc(c2[nH]nc(n3n(O)c4c([nH]c3=O)cccc4)c2)cc1. The result is 0 (inactive). (5) The compound is O=C(Nc1ccc(CC)cc1)Cn1cc(nc1)[N+]([O-])=O. The result is 0 (inactive). (6) The compound is S=C(N)c1c(n(CCCOC(C)C)c2nc3n(c(=O)c2c1)cccc3C)=N. The result is 0 (inactive). (7) The drug is s1cc(nc1N\N=C(/C)C)c1ccc(N2C(=O)CCC2=O)cc1. The result is 0 (inactive).